Task: Predict the product of the given reaction.. Dataset: Forward reaction prediction with 1.9M reactions from USPTO patents (1976-2016) (1) Given the reactants B(F)(F)F.CCOCC.[CH3:10][O:11][CH2:12][O:13][CH3:14].[Cl:15][C:16]1[CH:21]=[C:20](CO)[CH:19]=[C:18]([O:24][CH3:25])[N:17]=1, predict the reaction product. The product is: [Cl:15][C:16]1[CH:21]=[C:20]([CH2:10][O:11][CH2:12][O:13][CH3:14])[CH:19]=[C:18]([O:24][CH3:25])[N:17]=1. (2) The product is: [F:1][C:2]1[CH:8]=[CH:7][C:5]([NH:6][CH2:29][C:26]2[S:25][C:24]([NH:23][C:13]3[CH:14]=[CH:15][C:16]([N:17]4[CH:21]=[C:20]([CH3:22])[N:19]=[CH:18]4)=[C:11]([O:10][CH3:9])[CH:12]=3)=[N:28][CH:27]=2)=[CH:4][CH:3]=1. Given the reactants [F:1][C:2]1[CH:8]=[CH:7][C:5]([NH2:6])=[CH:4][CH:3]=1.[CH3:9][O:10][C:11]1[CH:12]=[C:13]([NH:23][C:24]2[S:25][C:26]([CH:29]=O)=[CH:27][N:28]=2)[CH:14]=[CH:15][C:16]=1[N:17]1[CH:21]=[C:20]([CH3:22])[N:19]=[CH:18]1.C(O[BH-](OC(=O)C)OC(=O)C)(=O)C.[Na+].[OH-].[Na+], predict the reaction product. (3) Given the reactants [OH:1][C:2]([CH:5]1[CH2:8][N:7](C(OC(C)(C)C)=O)[CH2:6]1)([CH3:4])[CH3:3].[ClH:16].O1CCOCC1, predict the reaction product. The product is: [ClH:16].[NH:7]1[CH2:8][CH:5]([C:2]([OH:1])([CH3:4])[CH3:3])[CH2:6]1.